This data is from Forward reaction prediction with 1.9M reactions from USPTO patents (1976-2016). The task is: Predict the product of the given reaction. The product is: [CH:1]([N:4]1[C:12]2[CH:11]=[CH:10][CH:9]=[C:8]([CH:13]=[O:14])[C:7]=2[CH:6]=[CH:5]1)([CH3:3])[CH3:2]. Given the reactants [CH:1]([N:4]1[C:12]2[CH:11]=[CH:10][CH:9]=[C:8]([C:13](OC(C)C)=[O:14])[C:7]=2[CH:6]=[CH:5]1)([CH3:3])[CH3:2].[H-].C([Al+]CC(C)C)C(C)C, predict the reaction product.